This data is from Catalyst prediction with 721,799 reactions and 888 catalyst types from USPTO. The task is: Predict which catalyst facilitates the given reaction. (1) Reactant: [CH3:1][O:2][C:3](=[O:16])[C:4]1[CH:9]=[CH:8][CH:7]=[C:6]([C:10]2[N:11]=[CH:12][S:13][C:14]=2[CH3:15])[CH:5]=1.[Br:17]N1C(=O)CCC1=O. Product: [CH3:1][O:2][C:3](=[O:16])[C:4]1[CH:9]=[CH:8][CH:7]=[C:6]([C:10]2[N:11]=[CH:12][S:13][C:14]=2[CH2:15][Br:17])[CH:5]=1. The catalyst class is: 53. (2) Reactant: [C:1]([C:5]([C:8]([C:11]([C:14]([C:17]([CH2:20][CH2:21][S:22](Cl)(=[O:24])=[O:23])([F:19])[F:18])([F:16])[F:15])([F:13])[F:12])([F:10])[F:9])([F:7])[F:6])([F:4])([F:3])[F:2].Cl.[Cl:27][CH2:28][CH2:29][CH2:30][NH2:31].C(N(CC)CC)C. Product: [C:1]([C:5]([C:8]([C:11]([C:14]([C:17]([CH2:20][CH2:21][S:22]([NH:31][CH2:30][CH2:29][CH2:28][Cl:27])(=[O:24])=[O:23])([F:19])[F:18])([F:16])[F:15])([F:13])[F:12])([F:10])[F:9])([F:7])[F:6])([F:4])([F:3])[F:2]. The catalyst class is: 57. (3) Reactant: [NH2:1][C:2]1[N:3]=[C:4]([C:28]2[O:29][CH:30]=[CH:31][CH:32]=2)[C:5]2[N:10]=[N:9][N:8]([CH2:11][C:12]3[CH:27]=[CH:26][C:15]4[N:16](C(OC(C)(C)C)=O)[N:17]=[N:18][C:14]=4[CH:13]=3)[C:6]=2[N:7]=1.CNC. The catalyst class is: 5. Product: [NH:16]1[C:15]2[CH:26]=[CH:27][C:12]([CH2:11][N:8]3[C:6]4[N:7]=[C:2]([NH2:1])[N:3]=[C:4]([C:28]5[O:29][CH:30]=[CH:31][CH:32]=5)[C:5]=4[N:10]=[N:9]3)=[CH:13][C:14]=2[N:18]=[N:17]1. (4) Reactant: C[C:2]1[CH:10]=[C:9]([CH3:11])[CH:8]=[CH:7][C:3]=1[C:4](O)=[O:5].CN(C(ON1N=NC2C=CC=NC1=2)=[N+](C)C)C.F[P-](F)(F)(F)(F)F.C(N([CH:42]([CH3:44])[CH3:43])C(C)C)C.[O:45]1[CH2:50][CH2:49][O:48][CH2:47][CH:46]1[C:51]1[C:59]2[S:58][C:57]([NH2:60])=[N:56][C:55]=2[C:54]([O:61][CH3:62])=[CH:53][CH:52]=1. Product: [O:45]1[CH2:50][CH2:49][O:48][CH2:47][CH:46]1[C:51]1[C:59]2[S:58][C:57]([NH:60][C:4](=[O:5])[C:3]3[CH:2]=[CH:10][C:9]([CH2:8][CH3:7])=[CH:11][C:44]=3[CH2:42][CH3:43])=[N:56][C:55]=2[C:54]([O:61][CH3:62])=[CH:53][CH:52]=1. The catalyst class is: 396.